The task is: Predict the reaction yield, written as a fraction of the theoretical maximum amount of product (1.0 means a 100% yield; for example, 0.34 means a 34% yield).. This data is from Reaction yield outcomes from USPTO patents with 853,638 reactions. (1) The reactants are [Br:1][C:2]1[CH:3]=[C:4]2[C:9](=[CH:10][CH:11]=1)[N:8]=[CH:7][CH:6]=[C:5]2[CH2:12][C:13]([C:15]1[CH:20]=[CH:19][CH:18]=[C:17]([CH3:21])[N:16]=1)=O.Cl.[NH2:23][N:24]1[CH2:28][CH2:27][CH2:26][C:25]1=[O:29]. The catalyst is N1C=CC=CC=1. The product is [Br:1][C:2]1[CH:3]=[C:4]2[C:9](=[CH:10][CH:11]=1)[N:8]=[CH:7][CH:6]=[C:5]2[CH2:12][C:13](=[N:23][N:24]1[CH2:28][CH2:27][CH2:26][C:25]1=[O:29])[C:15]1[CH:20]=[CH:19][CH:18]=[C:17]([CH3:21])[N:16]=1. The yield is 0.697. (2) The reactants are [C:1](Cl)(=[O:4])[CH:2]=[CH2:3].[Cl:6][C:7]1[C:8]([C:31]2[CH:32]=[N:33][N:34]3[CH:39]=[CH:38][CH:37]=[CH:36][C:35]=23)=[N:9][C:10]([NH:13][C:14]2[C:19]([O:20][CH3:21])=[CH:18][C:17]([N:22]3[CH2:26][CH2:25][C@H:24]([N:27]([CH3:29])[CH3:28])[CH2:23]3)=[C:16]([NH2:30])[CH:15]=2)=[N:11][CH:12]=1.CCN(C(C)C)C(C)C. The catalyst is C(Cl)Cl. The product is [Cl:6][C:7]1[C:8]([C:31]2[CH:32]=[N:33][N:34]3[CH:39]=[CH:38][CH:37]=[CH:36][C:35]=23)=[N:9][C:10]([NH:13][C:14]2[C:19]([O:20][CH3:21])=[CH:18][C:17]([N:22]3[CH2:26][CH2:25][C@H:24]([N:27]([CH3:29])[CH3:28])[CH2:23]3)=[C:16]([NH:30][C:1](=[O:4])[CH:2]=[CH2:3])[CH:15]=2)=[N:11][CH:12]=1. The yield is 0.700. (3) The reactants are [C:1]([O:5][C:6]([NH:8][CH2:9][CH2:10][O:11][C:12]1[CH:37]=[C:36]([S:38][CH3:39])[CH:35]=[CH:34][C:13]=1[C:14]([NH:16][C:17]1[CH:32]=[CH:31][C:30]([Cl:33])=[CH:29][C:18]=1[C:19]([NH:21][C:22]1[CH:27]=[CH:26][C:25]([Cl:28])=[CH:24][N:23]=1)=[O:20])=[O:15])=[O:7])([CH3:4])([CH3:3])[CH3:2].C12(CS(O)(=O)=O)C(C)(C)C(CC1)CC2=[O:42].C(OO)(C)(C)C. No catalyst specified. The product is [C:1]([O:5][C:6]([NH:8][CH2:9][CH2:10][O:11][C:12]1[CH:37]=[C:36]([S:38]([CH3:39])=[O:42])[CH:35]=[CH:34][C:13]=1[C:14]([NH:16][C:17]1[CH:32]=[CH:31][C:30]([Cl:33])=[CH:29][C:18]=1[C:19]([NH:21][C:22]1[CH:27]=[CH:26][C:25]([Cl:28])=[CH:24][N:23]=1)=[O:20])=[O:15])=[O:7])([CH3:4])([CH3:3])[CH3:2]. The yield is 0.560. (4) The yield is 0.850. The reactants are Br[CH2:2][C:3]1[CH:10]=[CH:9][C:6]([C:7]#[N:8])=[CH:5][CH:4]=1.[CH3:11][O-:12].[Na+]. The catalyst is C1COCC1. The product is [CH3:11][O:12][CH2:2][C:3]1[CH:10]=[CH:9][C:6]([C:7]#[N:8])=[CH:5][CH:4]=1.